From a dataset of Forward reaction prediction with 1.9M reactions from USPTO patents (1976-2016). Predict the product of the given reaction. (1) Given the reactants [C:1]([O:5][C:6]([N:8]1[CH2:13][CH2:12][CH2:11][C:10]([C:15]2[N:16]([CH3:41])[C:17]3[C:22]([N:23]=2)=[C:21]([N:24]2[CH2:29][CH2:28][O:27][CH2:26][CH2:25]2)[N:20]=[C:19]([N:30]2[C:34]4[CH:35]=[CH:36][CH:37]=[CH:38][C:33]=4[N:32]=[C:31]2[CH2:39][CH3:40])[N:18]=3)([OH:14])[CH2:9]1)=[O:7])([CH3:4])([CH3:3])[CH3:2].[H-].[Na+].I[CH3:45], predict the reaction product. The product is: [C:1]([O:5][C:6]([N:8]1[CH2:13][CH2:12][CH2:11][C:10]([C:15]2[N:16]([CH3:41])[C:17]3[C:22]([N:23]=2)=[C:21]([N:24]2[CH2:25][CH2:26][O:27][CH2:28][CH2:29]2)[N:20]=[C:19]([N:30]2[C:34]4[CH:35]=[CH:36][CH:37]=[CH:38][C:33]=4[N:32]=[C:31]2[CH2:39][CH3:40])[N:18]=3)([O:14][CH3:45])[CH2:9]1)=[O:7])([CH3:4])([CH3:3])[CH3:2]. (2) Given the reactants [H-].[Na+].[I-].[CH3:4][S+](C)C.[F:8][C:9]1[CH:14]=[CH:13][CH:12]=[CH:11][C:10]=1[CH:15]=[CH:16][C:17]([N:19]([O:21][CH3:22])[CH3:20])=[O:18], predict the reaction product. The product is: [CH3:22][O:21][N:19]([CH3:20])[C:17]([C@@H:16]1[CH2:4][C@H:15]1[C:10]1[CH:11]=[CH:12][CH:13]=[CH:14][C:9]=1[F:8])=[O:18].